This data is from Full USPTO retrosynthesis dataset with 1.9M reactions from patents (1976-2016). The task is: Predict the reactants needed to synthesize the given product. (1) Given the product [CH2:15]([N:22]([CH2:23][C:24]1[CH:29]=[CH:28][C:27]([C:30]2[CH:35]=[CH:34][C:33]([O:36][CH3:37])=[C:32]([Br:38])[CH:31]=2)=[CH:26][CH:25]=1)[C:11]([C:4]1[C:5]2[C:10](=[CH:9][CH:8]=[CH:7][CH:6]=2)[N:2]([CH3:1])[CH:3]=1)=[O:12])[C:16]1[CH:17]=[CH:18][CH:19]=[CH:20][CH:21]=1, predict the reactants needed to synthesize it. The reactants are: [CH3:1][N:2]1[C:10]2[C:5](=[CH:6][CH:7]=[CH:8][CH:9]=2)[C:4]([C:11](Cl)=[O:12])=[CH:3]1.Cl.[CH2:15]([NH:22][CH2:23][C:24]1[CH:29]=[CH:28][C:27]([C:30]2[CH:35]=[CH:34][C:33]([O:36][CH3:37])=[C:32]([Br:38])[CH:31]=2)=[CH:26][CH:25]=1)[C:16]1[CH:21]=[CH:20][CH:19]=[CH:18][CH:17]=1.C(N(CC)CC)C. (2) Given the product [O:22]=[C:13]1[C:14]2[C:19](=[CH:18][CH:17]=[CH:16][CH:15]=2)[C:20](=[O:21])[N:12]1[CH:7]1[CH2:6][CH2:5][C:4]2[CH:3]=[C:2]([O:1][C:24](=[S:36])[N:23]([CH3:30])[CH3:28])[CH:11]=[CH:10][C:9]=2[CH2:8]1, predict the reactants needed to synthesize it. The reactants are: [OH:1][C:2]1[CH:3]=[C:4]2[C:9](=[CH:10][CH:11]=1)[CH2:8][CH:7]([N:12]1[C:20](=[O:21])[C:19]3[C:14](=[CH:15][CH:16]=[CH:17][CH:18]=3)[C:13]1=[O:22])[CH2:6][CH2:5]2.[N:23]12[CH2:30][CH2:30][N:23]([CH2:28][CH2:28]1)[CH2:24][CH2:24]2.CN(NC(Cl)=[S:36])C. (3) The reactants are: OC12CC3CC(CC(CO)(C3)C1)C2.[H-].[Na+].[Na].[F:17][C:18]([F:38])([S:34]([OH:37])(=[O:36])=[O:35])[C:19]([O:21][CH2:22][C:23]12[CH2:32][CH:27]3[CH2:28][CH:29]([CH2:31][C:25]([OH:33])([CH2:26]3)[CH2:24]1)[CH2:30]2)=[O:20].[Cl-].[C:40]1([S+:46]([C:53]2[CH:58]=[CH:57][CH:56]=[CH:55][CH:54]=2)[C:47]2[CH:52]=[CH:51][CH:50]=[CH:49][CH:48]=2)[CH:45]=[CH:44][CH:43]=[CH:42][CH:41]=1. Given the product [OH:33][C:25]12[CH2:31][CH:29]3[CH2:28][CH:27]([CH2:32][C:23]([CH2:22][O:21][C:19]([C:18]([F:38])([F:17])[S:34]([O-:37])(=[O:35])=[O:36])=[O:20])([CH2:30]3)[CH2:24]1)[CH2:26]2.[C:53]1([S+:46]([C:40]2[CH:41]=[CH:42][CH:43]=[CH:44][CH:45]=2)[C:47]2[CH:52]=[CH:51][CH:50]=[CH:49][CH:48]=2)[CH:54]=[CH:55][CH:56]=[CH:57][CH:58]=1, predict the reactants needed to synthesize it. (4) Given the product [CH:24]1([C:2]2[CH:7]=[CH:6][N:5]=[CH:4][C:3]=2[NH:8][C:9](=[O:15])[O:10][C:11]([CH3:14])([CH3:13])[CH3:12])[CH2:26][CH2:25]1, predict the reactants needed to synthesize it. The reactants are: I[C:2]1[CH:7]=[CH:6][N:5]=[CH:4][C:3]=1[NH:8][C:9](=[O:15])[O:10][C:11]([CH3:14])([CH3:13])[CH3:12].P([O-])([O-])([O-])=O.[K+].[K+].[K+].[CH:24]1(B(O)O)[CH2:26][CH2:25]1.F[B-](F)(F)F.C1([PH+](C2CCCCC2)C2CCCCC2)CCCCC1.